From a dataset of Reaction yield outcomes from USPTO patents with 853,638 reactions. Predict the reaction yield, written as a fraction of the theoretical maximum amount of product (1.0 means a 100% yield; for example, 0.34 means a 34% yield). (1) The reactants are [NH2:1][C:2]1[CH:3]=[C:4]([CH:11]=[CH:12][CH:13]=1)[C:5]([O:7][CH2:8][CH:9]=[CH2:10])=[O:6].[CH:14](OCC)(OCC)OCC. The catalyst is FC(F)(F)C(O)=O. The product is [CH3:14][NH:1][C:2]1[CH:3]=[C:4]([CH:11]=[CH:12][CH:13]=1)[C:5]([O:7][CH2:8][CH:9]=[CH2:10])=[O:6]. The yield is 0.170. (2) The reactants are Cl[CH2:2][CH2:3][O:4][C:5]1[C:13]2[C:8](=[N:9][CH:10]=[N:11][C:12]=2[NH:14][C:15]2[CH:20]=[CH:19][C:18]([O:21][C:22]3[CH:23]=[N:24][C:25]([CH3:28])=[CH:26][CH:27]=3)=[C:17]([Cl:29])[CH:16]=2)[NH:7][N:6]=1.[NH:30]1[CH2:34][CH2:33][CH2:32][CH2:31]1. No catalyst specified. The yield is 0.170. The product is [Cl:29][C:17]1[CH:16]=[C:15]([NH:14][C:12]2[N:11]=[CH:10][N:9]=[C:8]3[NH:7][N:6]=[C:5]([O:4][CH2:3][CH2:2][N:30]4[CH2:34][CH2:33][CH2:32][CH2:31]4)[C:13]=23)[CH:20]=[CH:19][C:18]=1[O:21][C:22]1[CH:23]=[N:24][C:25]([CH3:28])=[CH:26][CH:27]=1. (3) The reactants are [NH2:1][C:2]1[CH:10]=[C:9]([I:11])[CH:8]=[CH:7][C:3]=1[C:4](O)=[O:5].CC[N:14]=C=NCCCN(C)C.ON1C2C=CC=CC=2N=N1.CCN(C(C)C)C(C)C.N. The catalyst is CN(C=O)C.O. The product is [NH2:1][C:2]1[CH:10]=[C:9]([I:11])[CH:8]=[CH:7][C:3]=1[C:4]([NH2:14])=[O:5]. The yield is 0.520. (4) The reactants are [N:1]1[CH:6]=[CH:5][CH:4]=[CH:3][C:2]=1[O:7][CH2:8][C:9]1[CH:16]=[CH:15][C:12]([CH:13]=O)=[CH:11][CH:10]=1.[N+:17]([CH3:20])([O-:19])=[O:18].C([O-])(=O)C.[NH4+].C(O)(=O)C. The catalyst is O. The product is [N+:17](/[CH:20]=[CH:13]/[C:12]1[CH:15]=[CH:16][C:9]([CH2:8][O:7][C:2]2[CH:3]=[CH:4][CH:5]=[CH:6][N:1]=2)=[CH:10][CH:11]=1)([O-:19])=[O:18]. The yield is 0.745. (5) The reactants are [CH:1]1([N:7]2[C:11]3[S:12][C:13]([C:15]([O:17][CH3:18])=[O:16])=[CH:14][C:10]=3[N:9]=[C:8]2[C:19]2[CH:24]=[CH:23][C:22]([OH:25])=[CH:21][CH:20]=2)[CH2:6][CH2:5][CH2:4][CH2:3][CH2:2]1.C(=O)([O-])[O-].[K+].[K+].[Cl:32][C:33]1[CH:38]=[CH:37][C:36]([C:39]2[CH:44]=[CH:43][C:42]([N:45]3[CH2:49][CH2:48][CH2:47][C:46]3=[O:50])=[CH:41][C:40]=2[CH2:51]Cl)=[CH:35][CH:34]=1.O. The catalyst is CN(C)C=O. The product is [Cl:32][C:33]1[CH:38]=[CH:37][C:36]([C:39]2[CH:44]=[CH:43][C:42]([N:45]3[CH2:49][CH2:48][CH2:47][C:46]3=[O:50])=[CH:41][C:40]=2[CH2:51][O:25][C:22]2[CH:23]=[CH:24][C:19]([C:8]3[N:7]([CH:1]4[CH2:2][CH2:3][CH2:4][CH2:5][CH2:6]4)[C:11]4[S:12][C:13]([C:15]([O:17][CH3:18])=[O:16])=[CH:14][C:10]=4[N:9]=3)=[CH:20][CH:21]=2)=[CH:35][CH:34]=1. The yield is 0.820. (6) The reactants are [Br:1][C:2]1[S:6][C:5]([S:7](Cl)(=[O:9])=[O:8])=[CH:4][CH:3]=1.C(N(CC)CC)C.[C:18]([NH:25][CH2:26][CH2:27][NH2:28])([O:20][C:21]([CH3:24])([CH3:23])[CH3:22])=[O:19]. The catalyst is C1COCC1. The product is [C:21]([O:20][C:18](=[O:19])[NH:25][CH2:26][CH2:27][NH:28][S:7]([C:5]1[S:6][C:2]([Br:1])=[CH:3][CH:4]=1)(=[O:9])=[O:8])([CH3:24])([CH3:22])[CH3:23]. The yield is 0.960.